From a dataset of Forward reaction prediction with 1.9M reactions from USPTO patents (1976-2016). Predict the product of the given reaction. (1) Given the reactants [F:1][C:2]1[CH:8]=[CH:7][CH:6]=[C:5]([F:9])[C:3]=1[NH2:4].C1(C)C=CC(S(O)(=O)=O)=CC=1.[I:21]N1C(=O)CCC1=O, predict the reaction product. The product is: [F:1][C:2]1[CH:8]=[C:7]([I:21])[CH:6]=[C:5]([F:9])[C:3]=1[NH2:4]. (2) Given the reactants [I:1][C:2]1[C:10]2[C:5](=[N:6][CH:7]=[N:8][C:9]=2[NH2:11])[NH:4][N:3]=1.C([O-])([O-])=O.[K+].[K+].I[CH:19]1[CH2:23][CH2:22][CH2:21][CH2:20]1, predict the reaction product. The product is: [CH:19]1([N:4]2[C:5]3=[N:6][CH:7]=[N:8][C:9]([NH2:11])=[C:10]3[C:2]([I:1])=[N:3]2)[CH2:23][CH2:22][CH2:21][CH2:20]1.